Dataset: Peptide-MHC class I binding affinity with 185,985 pairs from IEDB/IMGT. Task: Regression. Given a peptide amino acid sequence and an MHC pseudo amino acid sequence, predict their binding affinity value. This is MHC class I binding data. (1) The MHC is BoLA-T2C with pseudo-sequence BoLA-T2C. The peptide sequence is GLFPFHFTL. The binding affinity (normalized) is 1.00. (2) The peptide sequence is PYCTIAPVGI. The MHC is HLA-A24:02 with pseudo-sequence HLA-A24:02. The binding affinity (normalized) is 0.564. (3) The peptide sequence is GLFDFVNFVK. The MHC is HLA-A68:01 with pseudo-sequence HLA-A68:01. The binding affinity (normalized) is 0.815. (4) The peptide sequence is YTKKYLLSF. The MHC is HLA-B15:42 with pseudo-sequence HLA-B15:42. The binding affinity (normalized) is 0.213. (5) The peptide sequence is MQYEVTQHA. The MHC is HLA-A29:02 with pseudo-sequence HLA-A29:02. The binding affinity (normalized) is 0.0847. (6) The peptide sequence is YRKPSGGVF. The MHC is HLA-A03:01 with pseudo-sequence HLA-A03:01. The binding affinity (normalized) is 0.0847. (7) The peptide sequence is WQQWDRQSL. The MHC is HLA-A02:03 with pseudo-sequence HLA-A02:03. The binding affinity (normalized) is 0.0847. (8) The peptide sequence is VFYLYSLL. The MHC is HLA-A02:03 with pseudo-sequence HLA-A02:03. The binding affinity (normalized) is 0.170. (9) The peptide sequence is WDAYIPHYV. The MHC is HLA-B46:01 with pseudo-sequence HLA-B46:01. The binding affinity (normalized) is 0.0847.